From a dataset of Forward reaction prediction with 1.9M reactions from USPTO patents (1976-2016). Predict the product of the given reaction. (1) Given the reactants [CH:1]1([NH:4][C:5](=[O:45])[NH:6][C:7]2[CH:43]=[CH:42][C:10]([O:11][C:12]3[CH:17]=[CH:16][N:15]=[C:14]4[CH:18]=[C:19]([C:21]5[N:26]=[CH:25][C:24]([CH2:27][N:28]6[CH2:32][CH2:31][C@H:30]([NH:33]C(=O)OC(C)(C)C)[C:29]6=[O:41])=[CH:23][CH:22]=5)[S:20][C:13]=34)=[C:9]([F:44])[CH:8]=2)[CH2:3][CH2:2]1.O.C(O)(C(F)(F)F)=O, predict the reaction product. The product is: [NH2:33][C@H:30]1[CH2:31][CH2:32][N:28]([CH2:27][C:24]2[CH:23]=[CH:22][C:21]([C:19]3[S:20][C:13]4[C:14](=[N:15][CH:16]=[CH:17][C:12]=4[O:11][C:10]4[CH:42]=[CH:43][C:7]([NH:6][C:5]([NH:4][CH:1]5[CH2:3][CH2:2]5)=[O:45])=[CH:8][C:9]=4[F:44])[CH:18]=3)=[N:26][CH:25]=2)[C:29]1=[O:41]. (2) The product is: [CH3:31][O:30][C:27]1[CH:28]=[CH:29][C:24]([CH2:23][O:1][C@H:2]([CH2:8][CH2:9][CH2:10][CH2:11][CH2:12][CH2:13][CH2:14][CH2:15][CH2:16][CH2:17][CH3:18])[CH2:3][C:4]([O:6][CH3:7])=[O:5])=[CH:25][CH:26]=1. Given the reactants [OH:1][C@H:2]([CH2:8][CH2:9][CH2:10][CH2:11][CH2:12][CH2:13][CH2:14][CH2:15][CH2:16][CH2:17][CH3:18])[CH2:3][C:4]([O:6][CH3:7])=[O:5].ClC(Cl)(Cl)C(=N)O[CH2:23][C:24]1[CH:29]=[CH:28][C:27]([O:30][CH3:31])=[CH:26][CH:25]=1.C12(CS(O)(=O)=O)C(C)(C)C(CC1)CC2=O, predict the reaction product. (3) Given the reactants [CH3:1][O-:2].[Na+].[Br:4][C:5]1[C:9]2[N:10]=[CH:11][N:12]=[C:13](Cl)[C:8]=2[S:7][CH:6]=1, predict the reaction product. The product is: [Br:4][C:5]1[C:9]2[N:10]=[CH:11][N:12]=[C:13]([O:2][CH3:1])[C:8]=2[S:7][CH:6]=1. (4) Given the reactants [OH:1][CH2:2][CH2:3][CH2:4][CH:5]1[CH2:10][CH2:9][CH2:8][CH2:7][NH:6]1.[C:11]([O:15][C:16](O[C:16]([O:15][C:11]([CH3:14])([CH3:13])[CH3:12])=[O:17])=[O:17])([CH3:14])([CH3:13])[CH3:12].[OH-].[Na+], predict the reaction product. The product is: [C:11]([O:15][C:16]([N:6]1[CH2:7][CH2:8][CH2:9][CH2:10][CH:5]1[CH2:4][CH2:3][CH2:2][OH:1])=[O:17])([CH3:14])([CH3:13])[CH3:12]. (5) Given the reactants [C:1]([C:5]1[CH:20]=[CH:19][CH:18]=[CH:17][C:6]=1[O:7][C:8]1[C:13]([N:14]=[C:15]=[O:16])=[CH:12][CH:11]=[CH:10][N:9]=1)([CH3:4])([CH3:3])[CH3:2].[NH:21]1[C:25]2[CH:26]=[CH:27][CH:28]=[CH:29][C:24]=2[N:23]=[C:22]1C(O)=O.F[P-](F)(F)(F)(F)F.N1(O[P+](N(C)C)(N(C)C)N(C)C)C2C=CC=CC=2N=N1, predict the reaction product. The product is: [C:1]([C:5]1[CH:20]=[CH:19][CH:18]=[CH:17][C:6]=1[O:7][C:8]1[C:13]([NH:14][C:15]([C:22]2[NH:23][C:24]3[CH:29]=[CH:28][CH:27]=[CH:26][C:25]=3[N:21]=2)=[O:16])=[CH:12][CH:11]=[CH:10][N:9]=1)([CH3:4])([CH3:2])[CH3:3].